Dataset: NCI-60 drug combinations with 297,098 pairs across 59 cell lines. Task: Regression. Given two drug SMILES strings and cell line genomic features, predict the synergy score measuring deviation from expected non-interaction effect. (1) Drug 2: C1=CN(C(=O)N=C1N)C2C(C(C(O2)CO)O)O.Cl. Synergy scores: CSS=41.3, Synergy_ZIP=-8.81, Synergy_Bliss=-11.9, Synergy_Loewe=-4.92, Synergy_HSA=-4.16. Drug 1: CC1C(C(=O)NC(C(=O)N2CCCC2C(=O)N(CC(=O)N(C(C(=O)O1)C(C)C)C)C)C(C)C)NC(=O)C3=C4C(=C(C=C3)C)OC5=C(C(=O)C(=C(C5=N4)C(=O)NC6C(OC(=O)C(N(C(=O)CN(C(=O)C7CCCN7C(=O)C(NC6=O)C(C)C)C)C)C(C)C)C)N)C. Cell line: OVCAR-5. (2) Drug 1: CCCS(=O)(=O)NC1=C(C(=C(C=C1)F)C(=O)C2=CNC3=C2C=C(C=N3)C4=CC=C(C=C4)Cl)F. Drug 2: CC1=C2C(C(=O)C3(C(CC4C(C3C(C(C2(C)C)(CC1OC(=O)C(C(C5=CC=CC=C5)NC(=O)C6=CC=CC=C6)O)O)OC(=O)C7=CC=CC=C7)(CO4)OC(=O)C)O)C)OC(=O)C. Cell line: OVCAR-4. Synergy scores: CSS=36.5, Synergy_ZIP=8.26, Synergy_Bliss=4.36, Synergy_Loewe=-64.3, Synergy_HSA=2.40. (3) Drug 1: CC12CCC(CC1=CCC3C2CCC4(C3CC=C4C5=CN=CC=C5)C)O. Cell line: HT29. Synergy scores: CSS=31.2, Synergy_ZIP=0.0753, Synergy_Bliss=6.04, Synergy_Loewe=-4.83, Synergy_HSA=5.24. Drug 2: CCC1=C2CN3C(=CC4=C(C3=O)COC(=O)C4(CC)O)C2=NC5=C1C=C(C=C5)O.